Dataset: Full USPTO retrosynthesis dataset with 1.9M reactions from patents (1976-2016). Task: Predict the reactants needed to synthesize the given product. Given the product [CH:1]#[C:2][CH2:3][NH:4][C@H:5]1[C:9]2[CH:10]=[CH:11][CH:12]=[CH:13][C:8]=2[CH2:7][CH2:6]1.[O:14]=[C:15]([O-:27])[C@@H:16]([C@H:18]([C@H:20]([C@@H:22]([C:24]([O-:26])=[O:25])[OH:23])[OH:21])[OH:19])[OH:17], predict the reactants needed to synthesize it. The reactants are: [CH:1]#[C:2][CH2:3][NH:4][C@H:5]1[C:9]2[CH:10]=[CH:11][CH:12]=[CH:13][C:8]=2[CH2:7][CH2:6]1.[O:14]=[C:15]([OH:27])[C@@H:16]([C@H:18]([C@H:20]([C@@H:22]([C:24]([OH:26])=[O:25])[OH:23])[OH:21])[OH:19])[OH:17].